Dataset: Forward reaction prediction with 1.9M reactions from USPTO patents (1976-2016). Task: Predict the product of the given reaction. (1) Given the reactants I[C:2]1[C:3]([NH:8][C@@H:9]([CH:11]2[CH2:16][CH2:15][O:14][CH2:13][CH2:12]2)[CH3:10])=[N:4][CH:5]=[CH:6][CH:7]=1.C1(C2C=CC=CC=2)C(O)=CC=CC=1.C(=O)([O-])[O-].[Cs+].[Cs+].O[C:37]([CH3:44])=[CH:38][C:39]([O:41][CH2:42][CH3:43])=[O:40], predict the reaction product. The product is: [CH3:44][C:37]1[N:8]([C@@H:9]([CH:11]2[CH2:16][CH2:15][O:14][CH2:13][CH2:12]2)[CH3:10])[C:3]2=[N:4][CH:5]=[CH:6][CH:7]=[C:2]2[C:38]=1[C:39]([O:41][CH2:42][CH3:43])=[O:40]. (2) Given the reactants [NH2:1][C:2]1[CH:7]=[CH:6][C:5]([C:8]([C:13]2[CH:26]=[CH:25][C:16]([O:17][CH2:18][C:19](=[O:24])[C:20]([CH3:23])([CH3:22])[CH3:21])=[C:15]([CH3:27])[CH:14]=2)([CH2:11][CH3:12])[CH2:9][CH3:10])=[CH:4][C:3]=1[CH3:28].[Cl:29][CH2:30][CH2:31][S:32](Cl)(=[O:34])=[O:33].C(N(CC)CC)C, predict the reaction product. The product is: [CH3:21][C:20]([CH3:22])([CH3:23])[C:19](=[O:24])[CH2:18][O:17][C:16]1[CH:25]=[CH:26][C:13]([C:8]([C:5]2[CH:6]=[CH:7][C:2]([NH:1][S:32]([CH2:31][CH2:30][Cl:29])(=[O:34])=[O:33])=[C:3]([CH3:28])[CH:4]=2)([CH2:11][CH3:12])[CH2:9][CH3:10])=[CH:14][C:15]=1[CH3:27].